From a dataset of Catalyst prediction with 721,799 reactions and 888 catalyst types from USPTO. Predict which catalyst facilitates the given reaction. (1) Reactant: CS(OS(C)(=O)=O)(=O)=O.CCN(CC)CC.[CH2:17]([O:19][C:20]([C:22]1[C:23]([C:47]([O:49][CH2:50][CH3:51])=[O:48])=[C:24]([CH2:43][CH2:44][CH2:45]O)[N:25]2[C:30]=1[C:29]([C:31]1[CH:36]=[CH:35][CH:34]=[CH:33][CH:32]=1)=[CH:28][C:27]([N:37]1[CH2:42][CH2:41][O:40][CH2:39][CH2:38]1)=[N:26]2)=[O:21])[CH3:18].[Na+].[I-].[P:54]([O:61]CC)([O:58][CH2:59][CH3:60])[O:55][CH2:56][CH3:57]. Product: [CH2:17]([O:19][C:20]([C:22]1[C:23]([C:47]([O:49][CH2:50][CH3:51])=[O:48])=[C:24]([CH2:43][CH2:44][CH2:45][P:54]([O:58][CH2:59][CH3:60])([O:55][CH2:56][CH3:57])=[O:61])[N:25]2[C:30]=1[C:29]([C:31]1[CH:32]=[CH:33][CH:34]=[CH:35][CH:36]=1)=[CH:28][C:27]([N:37]1[CH2:42][CH2:41][O:40][CH2:39][CH2:38]1)=[N:26]2)=[O:21])[CH3:18]. The catalyst class is: 2. (2) Reactant: [CH:1]1[CH:2]=[C:3]([CH2:6][NH:7][C:8]2[C:13]([C:14]([OH:16])=O)=[CH:12][C:11]([S:17]([NH2:20])(=[O:19])=[O:18])=[C:10]([Cl:21])[CH:9]=2)[O:4][CH:5]=1.[CH2:22]([NH2:24])[CH3:23].ON1C2C=CC=CC=2N=N1.Cl.C(N=C=NCCCN(C)C)C. Product: [CH2:22]([NH:24][C:14](=[O:16])[C:13]1[CH:12]=[C:11]([S:17]([NH2:20])(=[O:19])=[O:18])[C:10]([Cl:21])=[CH:9][C:8]=1[NH:7][CH2:6][C:3]1[O:4][CH:5]=[CH:1][CH:2]=1)[CH3:23]. The catalyst class is: 39. (3) Reactant: [CH2:1]([NH:8][CH2:9][CH2:10][OH:11])[C:2]1[CH:7]=[CH:6][CH:5]=[CH:4][CH:3]=1.ClC(=C)[C:14]#[N:15].O.[CH3:18][C:19](C)([O-])C.[K+]. Product: [CH2:1]([N:8]1[CH2:19][CH2:18][O:11][CH:10]([C:14]#[N:15])[CH2:9]1)[C:2]1[CH:7]=[CH:6][CH:5]=[CH:4][CH:3]=1. The catalyst class is: 7. (4) Reactant: [CH:1]#[C:2][CH2:3][NH:4][C@H:5]1[C:13]2[C:8](=[CH:9][CH:10]=[CH:11][CH:12]=2)[CH2:7][CH2:6]1.Cl.C(Cl)C#C.C(=O)([O-])[O-].[K+].[K+]. Product: [CH:1]#[C:2][CH2:3][NH:4][C@H:5]1[C:13]2[CH:12]=[CH:11][CH:10]=[CH:9][C:8]=2[CH2:7][CH2:6]1. The catalyst class is: 10.